From a dataset of Forward reaction prediction with 1.9M reactions from USPTO patents (1976-2016). Predict the product of the given reaction. (1) Given the reactants [NH2:1][C:2]1[N:3]=[CH:4][C:5]([C:11]([O:13][CH3:14])=[O:12])=[N:6][C:7]=1[C:8]([CH3:10])=[CH2:9], predict the reaction product. The product is: [NH2:1][C:2]1[N:3]=[CH:4][C:5]([C:11]([O:13][CH3:14])=[O:12])=[N:6][C:7]=1[CH:8]([CH3:10])[CH3:9]. (2) The product is: [CH2:12]([C@H:8]1[C@H:9]([CH3:10])[O:11][C:6](=[O:19])[N:7]1[CH2:23][C:24]1[CH:29]=[C:28]([C:30]([F:31])([F:32])[F:33])[CH:27]=[CH:26][C:25]=1[C:34]1[CH:39]=[C:38]([CH:40]([CH3:42])[CH3:41])[C:37]([F:43])=[CH:36][C:35]=1[O:44][CH3:45])[C:13]1[CH:14]=[CH:15][CH:16]=[CH:17][CH:18]=1. Given the reactants C(O[C:6](=[O:19])[NH:7][C@@H:8]([CH2:12][C:13]1[CH:18]=[CH:17][CH:16]=[CH:15][CH:14]=1)[C@H:9]([OH:11])[CH3:10])(C)(C)C.[H-].[Na+].Br[CH2:23][C:24]1[CH:29]=[C:28]([C:30]([F:33])([F:32])[F:31])[CH:27]=[CH:26][C:25]=1[C:34]1[CH:39]=[C:38]([CH:40]([CH3:42])[CH3:41])[C:37]([F:43])=[CH:36][C:35]=1[O:44][CH3:45], predict the reaction product. (3) Given the reactants [C:1]([C:3]1[CH:8]=[CH:7][CH:6]=[CH:5][C:4]=1[C:9]1[CH:14]=[CH:13][C:12]([CH2:15][CH:16]([C:22](=O)[CH2:23][CH2:24][CH3:25])[C:17](OCC)=[O:18])=[CH:11][CH:10]=1)#[N:2].[CH:27]1([NH:31][C:32]2[NH:36][C:35]([CH3:37])=[N:34][N:33]=2)[CH2:30][CH2:29][CH2:28]1, predict the reaction product. The product is: [CH:27]1([N:31]2[C:17](=[O:18])[C:16]([CH2:15][C:12]3[CH:13]=[CH:14][C:9]([C:4]4[C:3]([C:1]#[N:2])=[CH:8][CH:7]=[CH:6][CH:5]=4)=[CH:10][CH:11]=3)=[C:22]([CH2:23][CH2:24][CH3:25])[N:33]3[N:34]=[C:35]([CH3:37])[N:36]=[C:32]23)[CH2:28][CH2:29][CH2:30]1. (4) Given the reactants [Cl-].[CH2:2]([P+](CCCC)(CCCC)CCCC)[C:3]1[CH:8]=[CH:7][CH:6]=[CH:5][CH:4]=1.C(Cl)C1C=CC=CC=1.[CH3:30][SiH:31]([Cl:33])[Cl:32], predict the reaction product. The product is: [CH2:2]([CH2:30][SiH:31]([Cl:33])[Cl:32])[C:3]1[CH:4]=[CH:5][CH:6]=[CH:7][CH:8]=1.